Dataset: Full USPTO retrosynthesis dataset with 1.9M reactions from patents (1976-2016). Task: Predict the reactants needed to synthesize the given product. (1) Given the product [C:1]([N:5]1[CH2:6][CH2:7][CH:8]([CH2:11][C:12]([NH:15][C:16]2[CH:21]=[CH:20][CH:19]=[CH:18][CH:17]=2)=[O:14])[CH2:9][CH2:10]1)([CH3:2])([CH3:3])[CH3:4], predict the reactants needed to synthesize it. The reactants are: [C:1]([N:5]1[CH2:10][CH2:9][CH:8]([CH2:11][C:12]([OH:14])=O)[CH2:7][CH2:6]1)([CH3:4])([CH3:3])[CH3:2].[NH2:15][C:16]1[CH:21]=[CH:20][CH:19]=[CH:18][CH:17]=1.C1C=CC2N(O)N=NC=2C=1.C(Cl)CCl. (2) Given the product [O-:3][C:2]([CH2:4][CH2:5][CH2:6][CH2:7][CH2:8][CH2:9][CH2:10][CH2:11][CH3:12])=[O:1].[Na+:14], predict the reactants needed to synthesize it. The reactants are: [OH:1][C:2]([CH2:4][CH2:5][CH2:6][CH2:7][CH2:8][CH2:9][CH2:10][CH2:11][CH3:12])=[O:3].[OH-].[Na+:14]. (3) Given the product [O:23]1[C:27]([C:28]2[CH:29]=[C:30]([NH:39][C:40]([N:14]3[C@@H:15]4[CH2:19][N:18]([CH2:17][CH2:16]4)[C:12]4[CH:11]=[CH:10][C:9]([C:5]5[CH:6]=[CH:7][CH:8]=[C:3]([C:2]([F:21])([F:1])[F:22])[CH:4]=5)=[N:20][C:13]3=4)=[O:41])[CH:31]=[C:32]([C:34]3[O:38][CH:37]=[N:36][CH:35]=3)[CH:33]=2)=[CH:26][N:25]=[CH:24]1, predict the reactants needed to synthesize it. The reactants are: [F:1][C:2]([F:22])([F:21])[C:3]1[CH:4]=[C:5]([C:9]2[CH:10]=[CH:11][C:12]3[N:18]4[CH2:19][C@H:15]([CH2:16][CH2:17]4)[NH:14][C:13]=3[N:20]=2)[CH:6]=[CH:7][CH:8]=1.[O:23]1[C:27]([C:28]2[CH:29]=[C:30]([NH:39][C:40](=O)[O:41]C3C=CC=CC=3)[CH:31]=[C:32]([C:34]3[O:38][CH:37]=[N:36][CH:35]=3)[CH:33]=2)=[CH:26][N:25]=[CH:24]1. (4) Given the product [Cl:10][CH2:11][C:12]([NH:1][C:2]1[CH:9]=[CH:8][CH:7]=[CH:6][C:3]=1[CH2:4][OH:5])=[O:13], predict the reactants needed to synthesize it. The reactants are: [NH2:1][C:2]1[CH:9]=[CH:8][CH:7]=[CH:6][C:3]=1[CH2:4][OH:5].[Cl:10][CH2:11][C:12](Cl)=[O:13]. (5) The reactants are: Cl.[NH2:2][CH2:3][C:4]([NH:6][CH2:7][CH2:8][CH2:9][CH2:10][C:11]1[CH:16]=[CH:15][CH:14]=[CH:13][CH:12]=1)=[O:5].[C:17](=N)([C:24]1[CH:29]=[CH:28][CH:27]=[CH:26][CH:25]=1)[C:18]1[CH:23]=[CH:22][CH:21]=[CH:20][CH:19]=1. Given the product [C:18]1([C:17](=[N:2][CH2:3][C:4]([NH:6][CH2:7][CH2:8][CH2:9][CH2:10][C:11]2[CH:12]=[CH:13][CH:14]=[CH:15][CH:16]=2)=[O:5])[C:24]2[CH:25]=[CH:26][CH:27]=[CH:28][CH:29]=2)[CH:23]=[CH:22][CH:21]=[CH:20][CH:19]=1, predict the reactants needed to synthesize it. (6) Given the product [F:53][C:2]([F:1])([F:52])[C:3]1[CH:4]=[C:5]([CH:45]=[C:46]([C:48]([F:49])([F:51])[F:50])[CH:47]=1)[CH2:6][N:7]([CH2:23][C:24]1[C:25]([C:34]2[CH:39]=[C:38]([CH:40]([CH3:42])[CH3:41])[CH:37]=[CH:36][C:35]=2[O:43][CH3:44])=[N:26][C:27]2[C:32]([CH:33]=1)=[CH:31][CH:30]=[CH:29][CH:28]=2)[C:8]1[N:9]=[CH:10][C:11]([O:14][CH2:15][CH2:16][CH2:17][C:18]([OH:20])=[O:19])=[CH:12][N:13]=1, predict the reactants needed to synthesize it. The reactants are: [F:1][C:2]([F:53])([F:52])[C:3]1[CH:4]=[C:5]([CH:45]=[C:46]([C:48]([F:51])([F:50])[F:49])[CH:47]=1)[CH2:6][N:7]([CH2:23][C:24]1[C:25]([C:34]2[CH:39]=[C:38]([CH:40]([CH3:42])[CH3:41])[CH:37]=[CH:36][C:35]=2[O:43][CH3:44])=[N:26][C:27]2[C:32]([CH:33]=1)=[CH:31][CH:30]=[CH:29][CH:28]=2)[C:8]1[N:13]=[CH:12][C:11]([O:14][CH2:15][CH2:16][CH2:17][C:18]([O:20]CC)=[O:19])=[CH:10][N:9]=1.[OH-].[Na+].C(OCC)C.O.